Dataset: NCI-60 drug combinations with 297,098 pairs across 59 cell lines. Task: Regression. Given two drug SMILES strings and cell line genomic features, predict the synergy score measuring deviation from expected non-interaction effect. (1) Drug 1: CC1C(C(CC(O1)OC2CC(CC3=C2C(=C4C(=C3O)C(=O)C5=C(C4=O)C(=CC=C5)OC)O)(C(=O)C)O)N)O.Cl. Cell line: HCT116. Synergy scores: CSS=32.5, Synergy_ZIP=3.44, Synergy_Bliss=2.10, Synergy_Loewe=-43.5, Synergy_HSA=0.486. Drug 2: CN1C2=C(C=C(C=C2)N(CCCl)CCCl)N=C1CCCC(=O)O.Cl. (2) Drug 1: CCC(=C(C1=CC=CC=C1)C2=CC=C(C=C2)OCCN(C)C)C3=CC=CC=C3.C(C(=O)O)C(CC(=O)O)(C(=O)O)O. Drug 2: CC1=C2C(C(=O)C3(C(CC4C(C3C(C(C2(C)C)(CC1OC(=O)C(C(C5=CC=CC=C5)NC(=O)OC(C)(C)C)O)O)OC(=O)C6=CC=CC=C6)(CO4)OC(=O)C)O)C)O. Cell line: U251. Synergy scores: CSS=7.45, Synergy_ZIP=8.47, Synergy_Bliss=9.92, Synergy_Loewe=5.19, Synergy_HSA=8.66. (3) Drug 1: CCCS(=O)(=O)NC1=C(C(=C(C=C1)F)C(=O)C2=CNC3=C2C=C(C=N3)C4=CC=C(C=C4)Cl)F. Drug 2: CC(C)NC(=O)C1=CC=C(C=C1)CNNC.Cl. Cell line: NCI/ADR-RES. Synergy scores: CSS=-6.96, Synergy_ZIP=2.40, Synergy_Bliss=-3.24, Synergy_Loewe=-6.36, Synergy_HSA=-7.25.